Task: Predict the product of the given reaction.. Dataset: Forward reaction prediction with 1.9M reactions from USPTO patents (1976-2016) (1) Given the reactants [CH3:1][O:2][C:3]1[CH:4]=[C:5]([CH:23]=[CH:24][C:25]=1[O:26][CH2:27][C:28]1[N:29]=[C:30]([C:34]2[CH:39]=[CH:38][CH:37]=[CH:36][CH:35]=2)[O:31][C:32]=1[CH3:33])[CH2:6][O:7][C:8]1[CH:12]=[C:11]([C:13]([O:15]C)=[O:14])[N:10]([C:17]2[CH:22]=[CH:21][CH:20]=[CH:19][CH:18]=2)[N:9]=1.[OH-].[Na+].O1CCCC1.Cl, predict the reaction product. The product is: [CH3:1][O:2][C:3]1[CH:4]=[C:5]([CH:23]=[CH:24][C:25]=1[O:26][CH2:27][C:28]1[N:29]=[C:30]([C:34]2[CH:39]=[CH:38][CH:37]=[CH:36][CH:35]=2)[O:31][C:32]=1[CH3:33])[CH2:6][O:7][C:8]1[CH:12]=[C:11]([C:13]([OH:15])=[O:14])[N:10]([C:17]2[CH:18]=[CH:19][CH:20]=[CH:21][CH:22]=2)[N:9]=1. (2) Given the reactants [CH2:1]([C:5]1[CH:6]=[C:7]2[C:11](=[CH:12][CH:13]=1)[NH:10][N:9]=[C:8]2[NH:14][C:15]([NH2:17])=[S:16])[CH:2]([CH3:4])[CH3:3].[CH2:18](OC(OCC)CBr)[CH3:19], predict the reaction product. The product is: [CH2:1]([C:5]1[CH:6]=[C:7]2[C:11](=[CH:12][CH:13]=1)[NH:10][N:9]=[C:8]2[NH:14][C:15]1[S:16][CH:18]=[CH:19][N:17]=1)[CH:2]([CH3:4])[CH3:3]. (3) Given the reactants Cl[C:2]1[CH:3]=[C:4]([O:14][C@@H:15]([C@H:17]2[CH2:21][N:20]([C@@H:22]([C:24]3[CH:29]=[CH:28][C:27]([O:30][CH3:31])=[CH:26][CH:25]=3)[CH3:23])[C:19](=[O:32])[CH2:18]2)[CH3:16])[C:5]2[N:6]([N:8]=[CH:9][C:10]=2[CH:11]2[CH2:13][CH2:12]2)[CH:7]=1.[CH3:33][O:34][C:35]1[CH:40]=[C:39](B2OC(C)(C)C(C)(C)O2)[CH:38]=[CH:37][C:36]=1[N:50]1[CH2:55][CH2:54][N:53]([C:56]([O:58][C:59]([CH3:62])([CH3:61])[CH3:60])=[O:57])[CH2:52][CH2:51]1.C([O-])([O-])=O.[Cs+].[Cs+], predict the reaction product. The product is: [CH:11]1([C:10]2[CH:9]=[N:8][N:6]3[CH:7]=[C:2]([C:39]4[CH:38]=[CH:37][C:36]([N:50]5[CH2:55][CH2:54][N:53]([C:56]([O:58][C:59]([CH3:60])([CH3:61])[CH3:62])=[O:57])[CH2:52][CH2:51]5)=[C:35]([O:34][CH3:33])[CH:40]=4)[CH:3]=[C:4]([O:14][C@@H:15]([C@@H:17]4[CH2:18][C:19](=[O:32])[N:20]([C@@H:22]([C:24]5[CH:25]=[CH:26][C:27]([O:30][CH3:31])=[CH:28][CH:29]=5)[CH3:23])[CH2:21]4)[CH3:16])[C:5]=23)[CH2:12][CH2:13]1. (4) The product is: [N:1]1[CH:6]=[CH:5][CH:4]=[CH:3][C:2]=1[C:7]1[N:11]=[C:10]([C:12]2[CH:17]=[C:16]([O:18][CH2:21][CH2:31][CH2:30][N:29]([CH3:34])[CH3:28])[CH:15]=[C:14]([C:19]#[N:20])[CH:13]=2)[O:9][N:8]=1. Given the reactants [N:1]1[CH:6]=[CH:5][CH:4]=[CH:3][C:2]=1[C:7]1[N:11]=[C:10]([C:12]2[CH:17]=[C:16]([OH:18])[CH:15]=[C:14]([C:19]#[N:20])[CH:13]=2)[O:9][N:8]=1.[C:21](=O)([O-])[O-].[K+].[K+].Cl.[CH3:28][N:29]([CH3:34])[CH:30](C)[CH2:31]Cl, predict the reaction product. (5) Given the reactants [CH2:1]([O:8][C:9]1[CH:14]=[CH:13][N:12]([C:15]2[CH:16]=[CH:17][C:18]3[C:19]4[CH2:28][NH:27][CH2:26][CH2:25][C:20]=4[N:21]([CH3:24])[C:22]=3[CH:23]=2)[C:11](=[O:29])[CH:10]=1)[C:2]1[CH:7]=[CH:6][CH:5]=[CH:4][CH:3]=1.Cl[CH2:31][C:32]([N:34]1[CH2:38][CH2:37][CH2:36][CH2:35]1)=[O:33].C([O-])([O-])=O.[K+].[K+], predict the reaction product. The product is: [CH2:1]([O:8][C:9]1[CH:14]=[CH:13][N:12]([C:15]2[CH:16]=[CH:17][C:18]3[C:19]4[CH2:28][N:27]([CH2:31][C:32](=[O:33])[N:34]5[CH2:38][CH2:37][CH2:36][CH2:35]5)[CH2:26][CH2:25][C:20]=4[N:21]([CH3:24])[C:22]=3[CH:23]=2)[C:11](=[O:29])[CH:10]=1)[C:2]1[CH:3]=[CH:4][CH:5]=[CH:6][CH:7]=1. (6) Given the reactants [Cl:1][C:2]1[CH:3]=[C:4]2[C:9](=[CH:10][CH:11]=1)[N:8]([C:12]([C@H:14]([NH:26][C:27]([N:29]1[CH2:35][CH2:34][CH2:33][N:32](C(=O)C(F)(F)F)[CH2:31][CH2:30]1)=[O:28])[C@H:15]([C:17]1[C:25]3[C:20](=[CH:21][CH:22]=[CH:23][CH:24]=3)[NH:19][CH:18]=1)[CH3:16])=[O:13])[CH2:7][C@@H:6]([CH2:42][N:43]([CH3:45])[CH3:44])[CH2:5]2.C(=O)([O-])[O-].[K+].[K+].O, predict the reaction product. The product is: [Cl:1][C:2]1[CH:3]=[C:4]2[C:9](=[CH:10][CH:11]=1)[N:8]([C:12]([C@H:14]([NH:26][C:27]([N:29]1[CH2:35][CH2:34][CH2:33][NH:32][CH2:31][CH2:30]1)=[O:28])[C@H:15]([C:17]1[C:25]3[C:20](=[CH:21][CH:22]=[CH:23][CH:24]=3)[NH:19][CH:18]=1)[CH3:16])=[O:13])[CH2:7][C@@H:6]([CH2:42][N:43]([CH3:45])[CH3:44])[CH2:5]2. (7) Given the reactants [F:1][C:2]1[C:10]([O:11][CH3:12])=[C:9]([O:13][CH3:14])[CH:8]=[C:7]([N+:15]([O-])=O)[C:3]=1[C:4]([NH2:6])=[O:5], predict the reaction product. The product is: [NH2:15][C:7]1[C:3]([C:4]([NH2:6])=[O:5])=[C:2]([F:1])[C:10]([O:11][CH3:12])=[C:9]([O:13][CH3:14])[CH:8]=1. (8) The product is: [CH:29]1[C:30]2[C:25](=[C:24]([NH:23][C:7]([CH:4]3[CH2:3][CH2:2][N:1]([C:10]4[CH:15]=[CH:14][N:13]=[CH:12][CH:11]=4)[CH2:6][CH2:5]3)=[O:9])[CH:33]=[CH:32][CH:31]=2)[CH:26]=[N:27][N:28]=1. Given the reactants [N:1]1([C:10]2[CH:15]=[CH:14][N:13]=[CH:12][CH:11]=2)[CH2:6][CH2:5][CH:4]([C:7]([OH:9])=O)[CH2:3][CH2:2]1.BrC1C=CN=CC=1.[NH2:23][C:24]1[CH:33]=[CH:32][CH:31]=[C:30]2[C:25]=1[CH:26]=[N:27][N:28]=[CH:29]2, predict the reaction product. (9) The product is: [CH3:1][O:2][CH2:3][CH2:4][O:5][CH2:6][C:7]([CH3:13])([CH3:12])[C:8]([OH:10])=[O:9]. Given the reactants [CH3:1][O:2][CH2:3][CH2:4][O:5][CH2:6][C:7]([CH3:13])([CH3:12])[C:8]([O:10]C)=[O:9].[OH-].[K+], predict the reaction product.